From a dataset of Forward reaction prediction with 1.9M reactions from USPTO patents (1976-2016). Predict the product of the given reaction. (1) Given the reactants [C:1]1([S:7]([N:10]2[C:14]3=[N:15][CH:16]=[C:17]([N+:20]([O-:22])=[O:21])[C:18](Cl)=[C:13]3[CH:12]=[CH:11]2)(=[O:9])=[O:8])[CH:6]=[CH:5][CH:4]=[CH:3][CH:2]=1.Cl.[F:24][C:25]1([F:32])[CH2:30][CH2:29][CH:28]([NH2:31])[CH2:27][CH2:26]1.C(N(C(C)C)CC)(C)C, predict the reaction product. The product is: [C:1]1([S:7]([N:10]2[C:14]3=[N:15][CH:16]=[C:17]([N+:20]([O-:22])=[O:21])[C:18]([NH:31][CH:28]4[CH2:29][CH2:30][C:25]([F:32])([F:24])[CH2:26][CH2:27]4)=[C:13]3[CH:12]=[CH:11]2)(=[O:9])=[O:8])[CH:6]=[CH:5][CH:4]=[CH:3][CH:2]=1. (2) Given the reactants CC([N:5]([C@H:9]1[CH2:14][CH2:13][C@@H:12]([CH3:15])[N:11]([C:16]2[CH:21]=[C:20]([C:22]3[CH:27]=[CH:26][C:25]([C:28]#[N:29])=[C:24]([F:30])[CH:23]=3)[N:19]=[C:18]([NH2:31])[N:17]=2)[CH2:10]1)C(=O)[O-])(C)C.[ClH:32], predict the reaction product. The product is: [ClH:32].[NH2:31][C:18]1[N:19]=[C:20]([C:22]2[CH:27]=[CH:26][C:25]([C:28]#[N:29])=[C:24]([F:30])[CH:23]=2)[CH:21]=[C:16]([N:11]2[CH2:10][C@@H:9]([NH2:5])[CH2:14][CH2:13][C@H:12]2[CH3:15])[N:17]=1. (3) Given the reactants [F:1][C:2]([F:20])([F:19])[C:3]1[CH:8]=[CH:7][C:6]([C:9]2[C:10]3[CH2:17][CH2:16][CH:15]([OH:18])[C:11]=3[CH:12]=[N:13][CH:14]=2)=[CH:5][CH:4]=1.[H-].[Na+].Br[CH2:24][C:25]([O:27][C:28]([CH3:31])([CH3:30])[CH3:29])=[O:26].OP([O-])(O)=O.[K+], predict the reaction product. The product is: [F:20][C:2]([F:1])([F:19])[C:3]1[CH:4]=[CH:5][C:6]([C:9]2[C:10]3[CH2:17][CH2:16][CH:15]([O:18][CH2:24][C:25]([O:27][C:28]([CH3:31])([CH3:30])[CH3:29])=[O:26])[C:11]=3[CH:12]=[N:13][CH:14]=2)=[CH:7][CH:8]=1. (4) Given the reactants [C:1]([O:5][C:6]([N:8]([C:51]([O:53][C:54]([CH3:57])([CH3:56])[CH3:55])=[O:52])[C:9]1[C:18]2[C:13](=[CH:14][C:15]([NH:19][CH:20]([C:34]3[CH:39]=[CH:38][C:37]([CH2:40][CH:41]([O:43][Si](C(C)(C)C)(C)C)[CH3:42])=[CH:36][CH:35]=3)[C:21]([NH:23][CH2:24][C:25]3[CH:30]=[CH:29][CH:28]=[C:27]([N+:31]([O-:33])=[O:32])[CH:26]=3)=[O:22])=[CH:16][CH:17]=2)[CH:12]=[CH:11][N:10]=1)=[O:7])([CH3:4])([CH3:3])[CH3:2].CCCC[N+](CCCC)(CCCC)CCCC.[F-], predict the reaction product. The product is: [C:54]([O:53][C:51]([N:8]([C:6]([O:5][C:1]([CH3:2])([CH3:4])[CH3:3])=[O:7])[C:9]1[C:18]2[C:13](=[CH:14][C:15]([NH:19][CH:20]([C:34]3[CH:35]=[CH:36][C:37]([CH2:40][CH:41]([OH:43])[CH3:42])=[CH:38][CH:39]=3)[C:21]([NH:23][CH2:24][C:25]3[CH:30]=[CH:29][CH:28]=[C:27]([N+:31]([O-:33])=[O:32])[CH:26]=3)=[O:22])=[CH:16][CH:17]=2)[CH:12]=[CH:11][N:10]=1)=[O:52])([CH3:57])([CH3:55])[CH3:56]. (5) Given the reactants [S:1]1[C:5]2[CH:6]=[CH:7][CH2:8][CH:9](OS(C(F)(F)F)(=O)=O)[C:4]=2[CH:3]=[CH:2]1.C([O-])([O-])=O.[Na+].[Na+].CO[CH2:26][CH2:27][O:28][CH3:29], predict the reaction product. The product is: [CH3:29][O:28][C:27]1[CH:5]=[CH:4][C:3]([C:9]2[C:4]3[CH:3]=[CH:2][S:1][C:5]=3[CH:6]=[CH:7][CH:8]=2)=[CH:2][CH:26]=1. (6) Given the reactants [O:1]1[CH:5]2[O:6][CH2:7][CH2:8][CH:4]2[CH:3]([O:9][C:10](=[O:28])[NH:11][CH:12]([CH2:21][C:22]2[CH:27]=[CH:26][CH:25]=[CH:24][CH:23]=2)[CH:13]([OH:20])[CH2:14][NH:15][CH2:16][CH:17]([CH3:19])[CH3:18])[CH2:2]1.C([O-])(O)=O.[Na+].[F:34][C:35]1[CH:36]=[C:37]([S:44](Cl)(=[O:46])=[O:45])[CH:38]=[CH:39][C:40]=1[N+:41]([O-:43])=[O:42].CC(O)C, predict the reaction product. The product is: [O:1]1[CH:5]2[O:6][CH2:7][CH2:8][CH:4]2[CH:3]([O:9][C:10](=[O:28])[NH:11][CH:12]([CH2:21][C:22]2[CH:23]=[CH:24][CH:25]=[CH:26][CH:27]=2)[CH:13]([OH:20])[CH2:14][N:15]([S:44]([C:37]2[CH:38]=[CH:39][C:40]([N+:41]([O-:43])=[O:42])=[C:35]([F:34])[CH:36]=2)(=[O:46])=[O:45])[CH2:16][CH:17]([CH3:19])[CH3:18])[CH2:2]1.